From a dataset of Reaction yield outcomes from USPTO patents with 853,638 reactions. Predict the reaction yield, written as a fraction of the theoretical maximum amount of product (1.0 means a 100% yield; for example, 0.34 means a 34% yield). The reactants are CO.[CH3:3][C@@H:4]1[CH:11]=[CH:10][CH2:9][C:6]2([CH2:8][CH2:7]2)[C@@H:5]1[C:12](=[O:14])[CH3:13].[NH4+].[Cl-]. The catalyst is CCCCC. The product is [CH3:3][C@@H:4]1[CH:11]=[CH:10][CH2:9][C:6]2([CH2:7][CH2:8]2)[C@H:5]1[C:12](=[O:14])[CH3:13]. The yield is 0.570.